This data is from NCI-60 drug combinations with 297,098 pairs across 59 cell lines. The task is: Regression. Given two drug SMILES strings and cell line genomic features, predict the synergy score measuring deviation from expected non-interaction effect. (1) Drug 1: C1CC(=O)NC(=O)C1N2C(=O)C3=CC=CC=C3C2=O. Drug 2: C1CCC(C(C1)N)N.C(=O)(C(=O)[O-])[O-].[Pt+4]. Cell line: OVCAR3. Synergy scores: CSS=-12.7, Synergy_ZIP=10.1, Synergy_Bliss=8.84, Synergy_Loewe=-23.1, Synergy_HSA=-14.9. (2) Drug 1: C1CC(=O)NC(=O)C1N2C(=O)C3=CC=CC=C3C2=O. Drug 2: C1CN(P(=O)(OC1)NCCCl)CCCl. Cell line: NCI/ADR-RES. Synergy scores: CSS=-4.12, Synergy_ZIP=1.61, Synergy_Bliss=-2.88, Synergy_Loewe=-6.17, Synergy_HSA=-7.00. (3) Drug 1: CC(C)NC(=O)C1=CC=C(C=C1)CNNC.Cl. Drug 2: C(CN)CNCCSP(=O)(O)O. Cell line: UO-31. Synergy scores: CSS=4.62, Synergy_ZIP=-0.577, Synergy_Bliss=2.82, Synergy_Loewe=4.45, Synergy_HSA=2.81. (4) Drug 1: C1CN1C2=NC(=NC(=N2)N3CC3)N4CC4. Drug 2: CC12CCC3C(C1CCC2OP(=O)(O)O)CCC4=C3C=CC(=C4)OC(=O)N(CCCl)CCCl.[Na+]. Cell line: NCI-H322M. Synergy scores: CSS=11.4, Synergy_ZIP=-4.91, Synergy_Bliss=1.79, Synergy_Loewe=-0.673, Synergy_HSA=-0.798. (5) Drug 1: CC(C1=C(C=CC(=C1Cl)F)Cl)OC2=C(N=CC(=C2)C3=CN(N=C3)C4CCNCC4)N. Drug 2: C1=NC2=C(N=C(N=C2N1C3C(C(C(O3)CO)O)O)F)N. Cell line: SN12C. Synergy scores: CSS=8.04, Synergy_ZIP=-4.36, Synergy_Bliss=-2.25, Synergy_Loewe=-4.42, Synergy_HSA=-3.58. (6) Drug 1: CC1=C(C=C(C=C1)NC2=NC=CC(=N2)N(C)C3=CC4=NN(C(=C4C=C3)C)C)S(=O)(=O)N.Cl. Drug 2: C(CN)CNCCSP(=O)(O)O. Cell line: UACC-257. Synergy scores: CSS=-4.38, Synergy_ZIP=-0.184, Synergy_Bliss=-4.33, Synergy_Loewe=-5.36, Synergy_HSA=-5.24.